Predict the product of the given reaction. From a dataset of Forward reaction prediction with 1.9M reactions from USPTO patents (1976-2016). (1) Given the reactants C[O:2][C:3](=[O:21])[CH:4]=[CH:5][C:6]1[CH:11]=[CH:10][C:9]([NH:12][C:13](=[O:20])[C:14]2[CH:19]=[CH:18][CH:17]=[CH:16][CH:15]=2)=[CH:8][CH:7]=1.[Li+].[OH-], predict the reaction product. The product is: [C:13]([NH:12][C:9]1[CH:10]=[CH:11][C:6]([CH:5]=[CH:4][C:3]([OH:21])=[O:2])=[CH:7][CH:8]=1)(=[O:20])[C:14]1[CH:19]=[CH:18][CH:17]=[CH:16][CH:15]=1. (2) Given the reactants C(O[C:4]([C:6]1[C:11]([CH3:12])=[C:10]([C:13]#[N:14])[CH:9]=[C:8]([CH3:15])[N:7]=1)=[O:5])C.[NH2:16][C:17]1[CH:22]=[CH:21][C:20]([Cl:23])=[CH:19][N:18]=1, predict the reaction product. The product is: [Cl:23][C:20]1[CH:21]=[CH:22][C:17]([NH:16][C:4]([C:6]2[C:11]([CH3:12])=[C:10]([C:13]#[N:14])[CH:9]=[C:8]([CH3:15])[N:7]=2)=[O:5])=[N:18][CH:19]=1.